This data is from Orexin1 receptor HTS with 218,158 compounds and 233 confirmed actives. The task is: Binary Classification. Given a drug SMILES string, predict its activity (active/inactive) in a high-throughput screening assay against a specified biological target. (1) The drug is o1c2c(c(=O)cc1C(=O)NCc1ccc(cc1)C)cccc2. The result is 0 (inactive). (2) The molecule is S(C(C(OCc1ccccc1)=O)C)c1n[nH]c(=O)[nH]c1=O. The result is 0 (inactive). (3) The result is 0 (inactive). The drug is Clc1nc(Oc2cc(ccc2)C(OC)=O)ccc1. (4) The drug is O=C(NCCCc1ccccc1)Cn1c(C(=O)c2c(cccc2)C)ccc1. The result is 0 (inactive). (5) The molecule is O(c1c(c2c(cc1)cccc2)C(=O)Nc1n(c(=O)n(c(=O)c1)C)C)CC. The result is 0 (inactive). (6) The molecule is S(=O)(=O)(Nc1ccc(cc1)C(=O)N\N=C\c1c(F)c(F)c(F)c(F)c1F)c1sccc1. The result is 0 (inactive). (7) The result is 0 (inactive). The molecule is Clc1cc(NC(=O)CC(=O)N(c2ccccc2)C)ccc1Cl. (8) The compound is O=C(N1CCCc2c1cccc2)C(NC(c1ccccc1)c1ccccc1)C. The result is 0 (inactive). (9) The drug is O=C(Nc1ncc(NC(=O)c2occc2)cc1)C1CCCCC1. The result is 0 (inactive).